Binary Classification. Given a miRNA mature sequence and a target amino acid sequence, predict their likelihood of interaction. From a dataset of Experimentally validated miRNA-target interactions with 360,000+ pairs, plus equal number of negative samples. (1) The miRNA is hsa-miR-3682-5p with sequence CUACUUCUACCUGUGUUAUCAU. The protein sequence of the target gene is MCKGLAGLPASCLRSAKDMKHRLGFLLQKSDSCEHSSSHSKKDKVVTCQRVSQEEVKKWAESLENLIHHECGLAAFKAFLKSEYSEENIDFWISCEEYKKIKSPSKLSPKAKKIYNEFISVQATKEVNLDSCTREETSRNMLQPTITCFDEAQKKIFNLMERDSYRRFLKSRFYLDLTNPSSCGAEKQKGAKSSADCTSLVSQCA. Result: 0 (no interaction). (2) The miRNA is cel-miR-70-3p with sequence UAAUACGUCGUUGGUGUUUCCAU. The protein sequence of the target gene is MGRTYIVEETVGQYLSNINLQGKAFVSGLLIGQCSSQKDYVILATRTPPKEEQSENLKHPKAKLDNLDEEWATEHACQVSRMLPGGLLVLGVFIITTLELANDFQNALRRLMFAVEKSINRKRLWNFTEEEVSERVTLHICASTKKIFCRTYDIHDPKSSARPADWKYQSGLSSSWLSLECTVHINIHIPLSATSVSYTLEKNTKNGLTRWAKEIENGVYLINGQVKDEDCDLLEGQKKSSRGNTQATSHSFDVRVLTQLLLNSDHRSTATVQICSGSVNLKGAVKCRAYIHSSKPKVKD.... Result: 0 (no interaction). (3) The miRNA is hsa-miR-3662 with sequence GAAAAUGAUGAGUAGUGACUGAUG. The protein sequence of the target gene is MSNDGRSRNRDRRYDEVPSDLPYQDTTIRTHPTLHDSERAVSADPLPPPPLPLQPPFGPDFYSSDTEEPAIAPDLKPVRRFVPDSWKNFFRGKKKDPEWDKPVSDIRYISDGVECSPPASPARPNHRSPLNSCKDPYGGSEGTFSSRKEADAVFPRDPYGSLDRHTQTVRTYSEKVEEYNLRYSYMKSWAGLLRILGVVELLLGAGVFACVTAYIHKDSEWYNLFGYSQPYGMGGVGGLGSMYGGYYYTGPKTPFVLVVAGLAWITTIIILVLGMSMYYRTILLDSNWWPLTEFGINVAL.... Result: 1 (interaction). (4) The miRNA is mmu-miR-741-3p with sequence UGAGAGAUGCCAUUCUAUGUAGA. The protein sequence of the target gene is MLRQILGQAKKHPSLIPLFVFIGAGGTGAALYVMRLALFNPDVSWDRKNNPEPWNKLGPNEQYKFYSVNVDYSKLKKEGPDF. Result: 0 (no interaction). (5) The protein sequence of the target gene is MGRKVTVATCALNQWALDFEGNFQRILKSIQIAKGKGARYRLGPELEICGYGCWDHYHESDTLLHSLQVLAALLDSPVTQDIICDVGMPIMHRNVRYNCRVIFLNRKILLIRPKMALANEGNYRELRWFTPWTRSRQTEEYVLPRMLQDLTKQKTVPFGDVVLATQDTCVGSEICEELWTPRSPHIDMGLDGVEIITNASGSHHVLRKAHTRVDLVTMATSKNGGIYLLANQKGCDGDRLYYDGCAMIAMNGSIFAQGTQFSLDDVEVLTATLDLEDVRSYKAEISSRNLEATRVSPYPR.... The miRNA is mmu-miR-374b-5p with sequence AUAUAAUACAACCUGCUAAGUG. Result: 1 (interaction). (6) The miRNA is rno-miR-218a-5p with sequence UUGUGCUUGAUCUAACCAUGU. The protein sequence of the target gene is MTVDDPKGMKDQLDQKPNGKTAKGFVSSWRWYPAAVTLGVLCLGLLVTVILLILQLSQVSDLIKKQQANITHQEDILEGQILAQRRSEKSAQESQKELKEMIETLAHKLDEKSKKLMELHRQNLNLQEVLKEAANYSGPCPQDWLWHEENCYQFSSGSFNWEKSQENCLSLDAHLLKINSTDELEFIQQMIAHSSFPFWMGLSMRKPNYSWLWEDGTPLTPHLFRIQGAVSRMYPSGTCAYIQRGTVFAENCILTAFSICQKKANLLRAQ. Result: 0 (no interaction). (7) The miRNA is hsa-miR-544b with sequence ACCUGAGGUUGUGCAUUUCUAA. The protein sequence of the target gene is MAPHWAVWLLAARLWGLGIGAEVWWNLVPRKTVSSGELATVVRRFSQTGIQDFLTLTLTEPTGLLYVGAREALFAFSMEALELQGAISWEAPVEKKTECIQKGKNNQTECFNFIRFLQPYNASHLYVCGTYAFQPKCTYVNMLTFTLEHGEFEDGKGKCPYDPAKGHAGLLVDGELYSATLNNFLGTEPIILRNMGPHHSMKTEYLAFWLNEPHFVGSAYVPESVGSFTGDDDKVYFFFRERAVESDCYAEQVVARVARVCKGDMGGARTLQRKWTTFLKARLACSAPNWQLYFNQLQAM.... Result: 1 (interaction). (8) The miRNA is hsa-miR-4765 with sequence UGAGUGAUUGAUAGCUAUGUUC. The protein sequence of the target gene is MHYPTALLFLILANGAQAFRICAFNAQRLTLAKVAREQVMDTLVRILARCDIMVLQEVVDSSGSAIPLLLRELNRFDGSGPYSTLSSPQLGRSTYMETYVYFYRSHKTQVLSSYVYNDEDDVFAREPFVAQFSLPSNVLPSLVLVPLHTTPKAVEKELNALYDVFLEVSQHWQSKDVILLGDFNADCASLTKKRLDKLELRTEPGFHWVIADGEDTTVRASTHCTYDRVVLHGERCRSLLHTAAAFDFPTSFQLTEEEALNISDHYPVEVELKLSQAHSVQPLSLTVLLLLSLLSPQLCP.... Result: 0 (no interaction).